This data is from hERG Central: cardiac toxicity at 1µM, 10µM, and general inhibition. The task is: Predict hERG channel inhibition at various concentrations. (1) The molecule is COc1cccc(-c2nn(-c3ccccc3)cc2CN(C)Cc2c(C)nc3ccccn23)c1. Results: hERG_inhib (hERG inhibition (general)): blocker. (2) The drug is Cc1ccc(S(=O)(=O)N2CCN(CC(=O)Nc3ccc([N+](=O)[O-])cc3)CC2)cc1C. Results: hERG_inhib (hERG inhibition (general)): blocker. (3) Results: hERG_inhib (hERG inhibition (general)): blocker. The molecule is CSc1ncccc1C(=O)Nc1cccc(S(=O)(=O)N2CCCCC2)c1. (4) The compound is C=CCn1c(SCC(=O)Nc2ccc3c(c2)OCCO3)nnc1-c1ccco1. Results: hERG_inhib (hERG inhibition (general)): blocker. (5) The drug is CCCCN(CC)CCCNC(=O)c1cn(C)c2ccc(S(=O)(=O)N(C)C3CCCCC3)cc2c1=O. Results: hERG_inhib (hERG inhibition (general)): blocker. (6) The drug is Cc1nn(C)c(Cl)c1CN1CCCC(CO)(Cc2cccc(Cl)c2)C1. Results: hERG_inhib (hERG inhibition (general)): blocker. (7) The molecule is N#Cc1ccc(S(=O)(=O)N2CCCN(c3nc4ccc(Cl)cc4s3)CC2)cc1. Results: hERG_inhib (hERG inhibition (general)): blocker. (8) The compound is COc1cc(C)c(CN2CCN(CC(=O)Nc3ccccc3C(=O)NC3CC3)CC2)cc1OC. Results: hERG_inhib (hERG inhibition (general)): blocker. (9) The molecule is Cc1cccc(-n2cc(CNCCc3nc(C)cc(C)n3)c(-c3cccc(F)c3)n2)c1. Results: hERG_inhib (hERG inhibition (general)): blocker.